Dataset: Catalyst prediction with 721,799 reactions and 888 catalyst types from USPTO. Task: Predict which catalyst facilitates the given reaction. (1) Reactant: [C:1]([O:5][C:6]([N:8]([CH2:17][C:18]([O:20][C:21]([CH3:24])([CH3:23])[CH3:22])=[O:19])[C:9]1[CH:14]=[CH:13][CH:12]=[C:11]([CH:15]=O)[N:10]=1)=[O:7])([CH3:4])([CH3:3])[CH3:2].[Cl-].[OH:26][NH3+:27].N1C=CC=CC=1. Product: [C:21]([O:20][C:18](=[O:19])[CH2:17][N:8]([C:6]([O:5][C:1]([CH3:4])([CH3:2])[CH3:3])=[O:7])[C:9]1[CH:14]=[CH:13][CH:12]=[C:11]([CH:15]=[N:27][OH:26])[N:10]=1)([CH3:22])([CH3:23])[CH3:24]. The catalyst class is: 5. (2) Reactant: [I:1][C:2]1[CH:7]=[CH:6][C:5]([C:8]([CH3:19])([C:14](OCC)=[O:15])[C:9](OCC)=[O:10])=[CH:4][CH:3]=1.[H-].C([Al+]CC(C)C)C(C)C.[OH-].[Na+]. Product: [I:1][C:2]1[CH:3]=[CH:4][C:5]([C:8]([CH3:19])([CH2:14][OH:15])[CH2:9][OH:10])=[CH:6][CH:7]=1. The catalyst class is: 46. (3) Reactant: N[C:2]1[CH:3]=[C:4]([CH:8]=[C:9]([S:11]([F:16])([F:15])([F:14])([F:13])[F:12])[CH:10]=1)[C:5]([OH:7])=[O:6].N([O-])=[O:18].[Na+]. Product: [OH:18][C:2]1[CH:3]=[C:4]([CH:8]=[C:9]([S:11]([F:16])([F:15])([F:14])([F:13])[F:12])[CH:10]=1)[C:5]([OH:7])=[O:6]. The catalyst class is: 445. (4) Reactant: [Cl:1][C:2]1[N:3]=[C:4]2[C:9](=[CH:10][CH:11]=1)[N:8]=[CH:7][C:6]([N+:12]([O-:14])=[O:13])=[C:5]2O.P(Cl)(Cl)([Cl:18])=O. Product: [Cl:1][C:2]1[CH:11]=[CH:10][C:9]2[C:4](=[C:5]([Cl:18])[C:6]([N+:12]([O-:14])=[O:13])=[CH:7][N:8]=2)[N:3]=1. The catalyst class is: 3.